This data is from Reaction yield outcomes from USPTO patents with 853,638 reactions. The task is: Predict the reaction yield, written as a fraction of the theoretical maximum amount of product (1.0 means a 100% yield; for example, 0.34 means a 34% yield). (1) The reactants are C(N1CCN(C2C=CC([NH:20][C:21]3[C:26]([F:27])=[CH:25][N:24]=[C:23](Cl)[N:22]=3)=CC=2)CC1)C1C=CC=CC=1.[CH2:29]1[CH2:39][O:38][C:37]2[CH:36]=[CH:35][C:33]([NH2:34])=[CH:32][C:31]=2[O:30]1. No catalyst specified. The product is [CH2:29]1[CH2:39][O:38][C:37]2[CH:36]=[CH:35][C:33]([NH:34][C:23]3[N:22]=[C:21]([NH2:20])[C:26]([F:27])=[CH:25][N:24]=3)=[CH:32][C:31]=2[O:30]1. The yield is 0.630. (2) The product is [F:32][C:2]([F:1])([F:31])[C:3]1[CH:11]=[C:10]2[C:6]([C:7]([C@@H:22]3[CH2:24][C@H:23]3[CH:25]=[O:26])=[CH:8][N:9]2[S:12]([C:15]2[CH:16]=[CH:17][C:18]([CH3:21])=[CH:19][CH:20]=2)(=[O:14])=[O:13])=[CH:5][CH:4]=1. The reactants are [F:1][C:2]([F:32])([F:31])[C:3]1[CH:11]=[C:10]2[C:6]([C:7]([C@@H:22]3[CH2:24][C@H:23]3[C:25](N(OC)C)=[O:26])=[CH:8][N:9]2[S:12]([C:15]2[CH:20]=[CH:19][C:18]([CH3:21])=[CH:17][CH:16]=2)(=[O:14])=[O:13])=[CH:5][CH:4]=1.C(C1C=C2C(=CC=1)N(S(C1C=CC(C)=CC=1)(=O)=O)C=C2[C@@H]1C[C@H]1C=O)#N. The yield is 0.890. No catalyst specified. (3) The reactants are Br[C:2]1[CH:11]=[C:10]2[C:5]([C:6]([N:13]3[CH2:18][CH2:17][O:16][CH2:15][CH2:14]3)=[N:7][C:8]([Cl:12])=[N:9]2)=[CH:4][CH:3]=1.[CH:19]([C:21]1[O:25][C:24](B(O)O)=[CH:23][CH:22]=1)=[O:20].C(=O)([O-])[O-].[Na+].[Na+].C1(C)C=CC=CC=1. The catalyst is Cl[Pd](Cl)([P](C1C=CC=CC=1)(C1C=CC=CC=1)C1C=CC=CC=1)[P](C1C=CC=CC=1)(C1C=CC=CC=1)C1C=CC=CC=1.O.CCO. The product is [Cl:12][C:8]1[N:7]=[C:6]([N:13]2[CH2:18][CH2:17][O:16][CH2:15][CH2:14]2)[C:5]2[C:10](=[CH:11][C:2]([C:24]3[O:25][C:21]([CH:19]=[O:20])=[CH:22][CH:23]=3)=[CH:3][CH:4]=2)[N:9]=1. The yield is 0.620. (4) The reactants are [CH2:1](Br)[C:2]1[CH:7]=[CH:6][CH:5]=[CH:4][CH:3]=1.[NH:9]1[CH:13]2[CH2:14][N:15]([CH2:18][CH2:19][NH2:20])[CH2:16][CH2:17][N:12]2[CH2:11][CH2:10]1.C(=O)([O-])[O-].[K+].[K+].[BH4-].[Na+]. The yield is 0.450. The catalyst is C(#N)C. The product is [CH2:1]([N:20]([CH2:1][C:2]1[CH:7]=[CH:6][CH:5]=[CH:4][CH:3]=1)[CH2:19][CH2:18][N:15]1[CH2:16][CH2:17][N:12]([CH2:1][C:2]2[CH:7]=[CH:6][CH:5]=[CH:4][CH:3]=2)[CH2:11][CH2:10][N:9]([CH2:1][C:2]2[CH:7]=[CH:6][CH:5]=[CH:4][CH:3]=2)[CH2:13][CH2:14]1)[C:2]1[CH:7]=[CH:6][CH:5]=[CH:4][CH:3]=1. (5) The reactants are [Si]([O:8][C@@H:9]1[C@@:42]2([CH3:43])[C:13](=[CH:14][CH:15]=[C:16]3[C@@H:41]2[CH2:40][CH2:39][C@@:38]2([CH3:44])[C@H:17]3[CH2:18][CH:19]=[C:20]2[C@H:21]([O:23][CH2:24][C:25]#[C:26][C:27]([CH3:37])([O:29][Si](CC)(CC)CC)[CH3:28])[CH3:22])[CH2:12][C@@H:11]([O:45][Si](C(C)(C)C)(C)C)[CH2:10]1)(C(C)(C)C)(C)C.[F-].C([N+](CCCC)(CCCC)CCCC)CCC. The catalyst is O1CCCC1. The product is [OH:8][C@@H:9]1[C@@:42]2([CH3:43])[C:13](=[CH:14][CH:15]=[C:16]3[C@@H:41]2[CH2:40][CH2:39][C@@:38]2([CH3:44])[C@H:17]3[CH2:18][CH:19]=[C:20]2[C@H:21]([O:23][CH2:24][C:25]#[C:26][C:27]([OH:29])([CH3:28])[CH3:37])[CH3:22])[CH2:12][C@@H:11]([OH:45])[CH2:10]1. The yield is 0.510. (6) The reactants are [C:1]([O:5][C:6]([N:8]1[C:17]2[C:12](=[CH:13][CH:14]=[C:15]([CH2:18][CH2:19][O:20][C:21]3[CH:22]=[C:23]4[C:27](=[CH:28][CH:29]=3)[N:26]([C:30]([C:37]3[CH:42]=[CH:41][CH:40]=[CH:39][CH:38]=3)=[CH:31][C:32]([O:34][CH2:35][CH3:36])=[O:33])[CH:25]=[CH:24]4)[N:16]=2)[CH2:11][CH2:10][CH2:9]1)=[O:7])([CH3:4])([CH3:3])[CH3:2].[H][H]. The catalyst is [Pd].CO. The product is [C:1]([O:5][C:6]([N:8]1[C:17]2[C:12](=[CH:13][CH:14]=[C:15]([CH2:18][CH2:19][O:20][C:21]3[CH:22]=[C:23]4[C:27](=[CH:28][CH:29]=3)[N:26]([CH:30]([C:37]3[CH:42]=[CH:41][CH:40]=[CH:39][CH:38]=3)[CH2:31][C:32]([O:34][CH2:35][CH3:36])=[O:33])[CH:25]=[CH:24]4)[N:16]=2)[CH2:11][CH2:10][CH2:9]1)=[O:7])([CH3:2])([CH3:3])[CH3:4]. The yield is 0.980. (7) The product is [CH2:1]([O:9][C:10]1[CH:11]=[C:12]([CH2:13][OH:14])[CH:15]=[CH:16][C:17]=1[O:18][CH3:19])[C:2]1[CH:7]=[CH:6][CH:5]=[CH:4][CH:3]=1. The yield is 0.800. The catalyst is CC(C)=O.CCOCC. The reactants are [CH2:1](Br)[C:2]1[CH:7]=[CH:6][CH:5]=[CH:4][CH:3]=1.[OH:9][C:10]1[CH:11]=[C:12]([CH:15]=[CH:16][C:17]=1[O:18][CH3:19])[CH2:13][OH:14].C([O-])([O-])=O.[Cs+].[Cs+].CCCC(C)C.